This data is from Full USPTO retrosynthesis dataset with 1.9M reactions from patents (1976-2016). The task is: Predict the reactants needed to synthesize the given product. (1) Given the product [Cl:22][C:20]1[CH:19]=[CH:18][C:16]2[N:17]=[C:13]([CH:5]([NH2:4])[CH2:6][C:7]3[CH:12]=[CH:11][CH:10]=[CH:9][CH:8]=3)[NH:14][C:15]=2[CH:21]=1, predict the reactants needed to synthesize it. The reactants are: C([NH:4][CH:5]([C:13]1[NH:14][C:15]2[CH:21]=[C:20]([Cl:22])[CH:19]=[CH:18][C:16]=2[N:17]=1)[CH2:6][C:7]1[CH:12]=[CH:11][CH:10]=[CH:9][CH:8]=1)(=O)C.ClCCl.C(O)C. (2) Given the product [C:1]1([S:7]([N:10]2[C:14]3=[N:15][CH:16]=[C:17]([S:19]([CH3:20])(=[O:27])=[O:26])[CH:18]=[C:13]3[CH:12]=[C:11]2[C:21]2[O:22][CH:23]=[CH:24][N:25]=2)(=[O:8])=[O:9])[CH:2]=[CH:3][CH:4]=[CH:5][CH:6]=1, predict the reactants needed to synthesize it. The reactants are: [C:1]1([S:7]([N:10]2[C:14]3=[N:15][CH:16]=[C:17]([S:19][CH3:20])[CH:18]=[C:13]3[CH:12]=[C:11]2[C:21]2[O:22][CH:23]=[CH:24][N:25]=2)(=[O:9])=[O:8])[CH:6]=[CH:5][CH:4]=[CH:3][CH:2]=1.[OH2:26].[OH2:27].O.O.O.O.C(O[O-])(=O)C1C(=CC=CC=1)C([O-])=O.[Mg+2].ClCCl.C(=O)([O-])O.[Na+]. (3) Given the product [CH3:22][O:21][C:18]1[CH:19]=[C:20]2[C:15](=[CH:16][C:17]=1[O:23][CH3:24])[N:14]=[CH:13][N:12]=[C:11]2[N:6]1[C:7]2[C:3](=[C:2]([N:25]3[CH2:30][CH2:29][O:28][CH2:27][CH2:26]3)[CH:10]=[CH:9][CH:8]=2)[CH2:4][CH2:5]1, predict the reactants needed to synthesize it. The reactants are: Br[C:2]1[CH:10]=[CH:9][CH:8]=[C:7]2[C:3]=1[CH2:4][CH2:5][N:6]2[C:11]1[C:20]2[C:15](=[CH:16][C:17]([O:23][CH3:24])=[C:18]([O:21][CH3:22])[CH:19]=2)[N:14]=[CH:13][N:12]=1.[NH:25]1[CH2:30][CH2:29][O:28][CH2:27][CH2:26]1.CC(C)([O-])C.[Na+]. (4) The reactants are: [Cl:1][C:2]1[S:3][C:4]([C:14]([O:16][CH3:17])=[O:15])=[C:5]([C:7](=O)/[CH:8]=[CH:9]/[N:10](C)C)[N:6]=1.Cl.[NH2:19]N. Given the product [Cl:1][C:2]1[S:3][C:4]([C:14]([O:16][CH3:17])=[O:15])=[C:5]([C:7]2[NH:19][N:10]=[CH:9][CH:8]=2)[N:6]=1, predict the reactants needed to synthesize it. (5) Given the product [Br:1][C:2]1[CH:3]=[C:4]([O:12][Si:22]([C:19]([CH3:21])([CH3:20])[CH3:18])([CH3:24])[CH3:23])[CH:5]=[C:6]2[C:10]=1[C:9](=[O:11])[NH:8][CH2:7]2, predict the reactants needed to synthesize it. The reactants are: [Br:1][C:2]1[CH:3]=[C:4]([OH:12])[CH:5]=[C:6]2[C:10]=1[C:9](=[O:11])[NH:8][CH2:7]2.N1C=CN=C1.[CH3:18][C:19]([Si:22](Cl)([CH3:24])[CH3:23])([CH3:21])[CH3:20].C([O-])(O)=O.[Na+]. (6) Given the product [CH2:34]([N:22]1[CH:23]=[C:24]([C:26]2[CH:31]=[CH:30][C:29]([Cl:32])=[CH:28][C:27]=2[Cl:33])[N:25]=[C:21]1[C@@H:20]([NH:38][C:46](=[O:47])[CH2:45][CH:40]1[CH2:44][CH2:43][CH2:42][CH2:41]1)[CH2:19][C:16]1[CH:15]=[CH:14][C:13]([O:12][CH2:11][C:8]2[CH:9]=[CH:10][C:5]([C:4]([OH:3])=[O:39])=[CH:6][CH:7]=2)=[CH:18][CH:17]=1)[CH2:35][CH2:36][CH3:37], predict the reactants needed to synthesize it. The reactants are: Cl.C[O:3][C:4](=[O:39])[C:5]1[CH:10]=[CH:9][C:8]([CH2:11][O:12][C:13]2[CH:18]=[CH:17][C:16]([CH2:19][C@H:20]([NH2:38])[C:21]3[N:22]([CH2:34][CH2:35][CH2:36][CH3:37])[CH:23]=[C:24]([C:26]4[CH:31]=[CH:30][C:29]([Cl:32])=[CH:28][C:27]=4[Cl:33])[N:25]=3)=[CH:15][CH:14]=2)=[CH:7][CH:6]=1.[CH:40]1([CH2:45][C:46](O)=[O:47])[CH2:44][CH2:43][CH2:42][CH2:41]1.